From a dataset of Reaction yield outcomes from USPTO patents with 853,638 reactions. Predict the reaction yield, written as a fraction of the theoretical maximum amount of product (1.0 means a 100% yield; for example, 0.34 means a 34% yield). (1) The reactants are [BH3:1].[OH:2][C:3]([C:6]([OH:9])([CH3:8])[CH3:7])([CH3:5])[CH3:4].[C:10]([O:13][CH2:14][C:15]([NH:25][C:26]([O:28][C:29]([CH3:32])([CH3:31])[CH3:30])=[O:27])([CH2:21][CH2:22][CH:23]=[CH2:24])[C:16]([O:18][CH2:19][CH3:20])=[O:17])(=[O:12])[CH3:11]. The catalyst is ClCCl.C1CC=CCCC=C1.C1CC=CCCC=C1.[Cl-].[Cl-].[Ir].[Ir].C1(P(C2C=CC=CC=2)CCP(C2C=CC=CC=2)C2C=CC=CC=2)C=CC=CC=1. The product is [C:10]([O:13][CH2:14][C:15]([NH:25][C:26]([O:28][C:29]([CH3:31])([CH3:30])[CH3:32])=[O:27])([CH2:21][CH2:22][CH2:23][CH2:24][B:1]1[O:9][C:6]([CH3:8])([CH3:7])[C:3]([CH3:5])([CH3:4])[O:2]1)[C:16]([O:18][CH2:19][CH3:20])=[O:17])(=[O:12])[CH3:11]. The yield is 0.540. (2) The yield is 0.970. The product is [Cl:2][CH2:3][CH2:4][CH2:5][C:6]([C:8]1[CH:13]=[CH:12][C:11]([C:14]([CH3:19])([CH3:18])[C:15]([O:17][CH2:20][CH3:21])=[O:16])=[CH:10][CH:9]=1)=[O:7]. No catalyst specified. The reactants are Cl.[Cl:2][CH2:3][CH2:4][CH2:5][C:6]([C:8]1[CH:13]=[CH:12][C:11]([C:14]([CH3:19])([CH3:18])[C:15]([OH:17])=[O:16])=[CH:10][CH:9]=1)=[O:7].[CH2:20](O)[CH3:21]. (3) The reactants are [NH2:1][CH2:2][C:3]1[N:8]=[C:7]([C:9]2[S:13][C:12]([N:14]3[CH2:19][CH2:18][O:17][CH2:16][CH2:15]3)=[N:11][C:10]=2[C:20]2[C:21]([F:38])=[C:22]([NH:26][S:27]([C:30]3[CH:35]=[C:34]([F:36])[CH:33]=[CH:32][C:31]=3[F:37])(=[O:29])=[O:28])[CH:23]=[CH:24][CH:25]=2)[CH:6]=[CH:5][N:4]=1.N1C=CC=CC=1.[CH3:45][S:46](Cl)(=[O:48])=[O:47].CCOC(C)=O. The catalyst is ClCCl. The product is [F:37][C:31]1[CH:32]=[CH:33][C:34]([F:36])=[CH:35][C:30]=1[S:27]([NH:26][C:22]1[CH:23]=[CH:24][CH:25]=[C:20]([C:10]2[N:11]=[C:12]([N:14]3[CH2:19][CH2:18][O:17][CH2:16][CH2:15]3)[S:13][C:9]=2[C:7]2[CH:6]=[CH:5][N:4]=[C:3]([CH2:2][NH:1][S:46]([CH3:45])(=[O:48])=[O:47])[N:8]=2)[C:21]=1[F:38])(=[O:28])=[O:29]. The yield is 0.330. (4) The reactants are C([O:5][C:6](=[O:38])[C:7]([S:10][C:11]1[CH:20]=[CH:19][C:18]2[CH2:17][CH:16]([N:21]([CH2:36][CH3:37])[C:22]([NH:24][C:25]3[CH:30]=[CH:29][C:28]([O:31][C:32]([F:35])([F:34])[F:33])=[CH:27][CH:26]=3)=[O:23])[CH2:15][CH2:14][C:13]=2[CH:12]=1)([CH3:9])[CH3:8])(C)(C)C.C(O)(C(F)(F)F)=O. The catalyst is C(Cl)Cl. The product is [CH2:36]([N:21]([CH:16]1[CH2:15][CH2:14][C:13]2[CH:12]=[C:11]([S:10][C:7]([CH3:8])([CH3:9])[C:6]([OH:38])=[O:5])[CH:20]=[CH:19][C:18]=2[CH2:17]1)[C:22]([NH:24][C:25]1[CH:26]=[CH:27][C:28]([O:31][C:32]([F:35])([F:33])[F:34])=[CH:29][CH:30]=1)=[O:23])[CH3:37]. The yield is 0.430. (5) The reactants are [C:1]1([C:7]2[NH:11][CH:10]=[C:9]([CH:12]=[O:13])[CH:8]=2)[CH:6]=[CH:5][CH:4]=[CH:3][CH:2]=1.[H-].[Na+].C1OCCOCCOCCOCCOC1.[CH3:31][O:32][C:33]1[N:38]=[CH:37][C:36]([S:39](Cl)(=[O:41])=[O:40])=[CH:35][CH:34]=1. The catalyst is O1CCCC1.C(OCC)(=O)C. The product is [CH3:31][O:32][C:33]1[N:38]=[CH:37][C:36]([S:39]([N:11]2[C:7]([C:1]3[CH:6]=[CH:5][CH:4]=[CH:3][CH:2]=3)=[CH:8][C:9]([CH:12]=[O:13])=[CH:10]2)(=[O:41])=[O:40])=[CH:35][CH:34]=1. The yield is 0.170.